From a dataset of NCI-60 drug combinations with 297,098 pairs across 59 cell lines. Regression. Given two drug SMILES strings and cell line genomic features, predict the synergy score measuring deviation from expected non-interaction effect. (1) Drug 1: C1=CC(=CC=C1CC(C(=O)O)N)N(CCCl)CCCl.Cl. Drug 2: CC1CCC2CC(C(=CC=CC=CC(CC(C(=O)C(C(C(=CC(C(=O)CC(OC(=O)C3CCCCN3C(=O)C(=O)C1(O2)O)C(C)CC4CCC(C(C4)OC)OCCO)C)C)O)OC)C)C)C)OC. Cell line: SF-539. Synergy scores: CSS=26.5, Synergy_ZIP=-4.70, Synergy_Bliss=0.696, Synergy_Loewe=1.53, Synergy_HSA=2.00. (2) Drug 1: CNC(=O)C1=CC=CC=C1SC2=CC3=C(C=C2)C(=NN3)C=CC4=CC=CC=N4. Drug 2: C(CC(=O)O)C(=O)CN.Cl. Cell line: SF-539. Synergy scores: CSS=7.52, Synergy_ZIP=-6.12, Synergy_Bliss=-8.24, Synergy_Loewe=-6.18, Synergy_HSA=-4.57. (3) Cell line: HOP-62. Drug 2: CC1=CC=C(C=C1)C2=CC(=NN2C3=CC=C(C=C3)S(=O)(=O)N)C(F)(F)F. Synergy scores: CSS=44.5, Synergy_ZIP=5.53, Synergy_Bliss=8.05, Synergy_Loewe=-19.6, Synergy_HSA=7.94. Drug 1: CC1=C2C(C(=O)C3(C(CC4C(C3C(C(C2(C)C)(CC1OC(=O)C(C(C5=CC=CC=C5)NC(=O)OC(C)(C)C)O)O)OC(=O)C6=CC=CC=C6)(CO4)OC(=O)C)OC)C)OC.